This data is from Forward reaction prediction with 1.9M reactions from USPTO patents (1976-2016). The task is: Predict the product of the given reaction. The product is: [CH:1]1([NH:4][C:5](=[O:40])[C:6]2[CH:11]=[CH:10][C:9]([C:12]3[N:16]4[N:17]=[C:18]([C:28]([C:30]5[CH:35]=[C:34]([F:36])[CH:33]=[CH:32][C:31]=5[OH:37])=[CH2:29])[CH:19]=[C:20]([NH:21][CH2:22][CH2:23][C:24]([F:27])([F:25])[F:26])[C:15]4=[N:14][CH:13]=3)=[CH:8][C:7]=2[CH3:39])[CH2:2][CH2:3]1. Given the reactants [CH:1]1([NH:4][C:5](=[O:40])[C:6]2[CH:11]=[CH:10][C:9]([C:12]3[N:16]4[N:17]=[C:18]([C:28]([C:30]5[CH:35]=[C:34]([F:36])[CH:33]=[CH:32][C:31]=5[O:37]C)=[CH2:29])[CH:19]=[C:20]([NH:21][CH2:22][CH2:23][C:24]([F:27])([F:26])[F:25])[C:15]4=[N:14][CH:13]=3)=[CH:8][C:7]=2[CH3:39])[CH2:3][CH2:2]1.BrB(Br)Br, predict the reaction product.